Predict the reaction yield, written as a fraction of the theoretical maximum amount of product (1.0 means a 100% yield; for example, 0.34 means a 34% yield). From a dataset of Reaction yield outcomes from USPTO patents with 853,638 reactions. (1) The yield is 0.720. The reactants are B.C1C[O:5]CC1.[CH3:7][O:8][CH:9]1[CH2:14][CH2:13][CH:12]=[CH:11][O:10]1. The product is [CH3:7][O:8][CH:9]1[O:10][CH2:11][CH:12]([OH:5])[CH2:13][CH2:14]1. The catalyst is C1COCC1. (2) The reactants are [Cl:1][C:2]1[CH:7]=[C:6]([C:8]2[N:12]([C:13]3[CH:18]=[CH:17][CH:16]=[C:15](Br)[CH:14]=3)[N:11]=[CH:10][CH:9]=2)[CH:5]=[CH:4][N:3]=1.[CH3:20][PH:21](=[O:23])[CH3:22].CC(C1C=C(C(C)C)C(C2C=CC=CC=2P(C2CCCCC2)C2CCCCC2)=C(C(C)C)C=1)C.[O-]P([O-])([O-])=O.[K+].[K+].[K+]. The catalyst is CN(C=O)C.CC([O-])=O.CC([O-])=O.[Pd+2]. The product is [Cl:1][C:2]1[CH:7]=[C:6]([C:8]2[N:12]([C:13]3[CH:18]=[CH:17][CH:16]=[C:15]([P:21]([CH3:22])([CH3:20])=[O:23])[CH:14]=3)[N:11]=[CH:10][CH:9]=2)[CH:5]=[CH:4][N:3]=1. The yield is 0.360. (3) The reactants are Br[C:2]1[CH:7]=[CH:6][C:5]([OH:8])=[CH:4][CH:3]=1.[NH:9]1[C:17]2[C:12](=[CH:13][CH:14]=[CH:15][CH:16]=2)[CH:11]=[N:10]1.P([O-])([O-])([O-])=O.[K+].[K+].[K+]. The catalyst is [Cu]I.C1(C)C=CC=CC=1. The yield is 0.200. The product is [N:9]1[N:10]([C:2]2[CH:7]=[CH:6][C:5]([OH:8])=[CH:4][CH:3]=2)[CH:11]=[C:12]2[C:17]=1[CH:16]=[CH:15][CH:14]=[CH:13]2. (4) The reactants are [Cl:1][C:2]1[CH:15]=[CH:14][C:5]([O:6][C:7]2[CH:13]=[CH:12][C:10]([NH2:11])=[CH:9][CH:8]=2)=[CH:4][CH:3]=1.[CH2:16]([O:23][CH2:24][C@H:25]([NH:29]C(OC(C)(C)C)=O)[C:26](O)=[O:27])[C:17]1[CH:22]=[CH:21][CH:20]=[CH:19][CH:18]=1. No catalyst specified. The product is [NH2:29][C@@H:25]([CH2:24][O:23][CH2:16][C:17]1[CH:22]=[CH:21][CH:20]=[CH:19][CH:18]=1)[C:26]([NH:11][C:10]1[CH:12]=[CH:13][C:7]([O:6][C:5]2[CH:14]=[CH:15][C:2]([Cl:1])=[CH:3][CH:4]=2)=[CH:8][CH:9]=1)=[O:27]. The yield is 0.480. (5) The reactants are [CH2:1]([N:5]1[C:9]2[N:10]=[C:11]([C:15]3[CH:20]=[CH:19][CH:18]=[CH:17][C:16]=3[F:21])[NH:12][C:13](=O)[C:8]=2[C:7]([CH3:22])=[N:6]1)[CH2:2][CH2:3][CH3:4].C(Cl)(Cl)[Cl:24]. The catalyst is P(Cl)(Cl)(Cl)=O. The product is [CH2:1]([N:5]1[C:9]2=[N:10][C:11]([C:15]3[CH:20]=[CH:19][CH:18]=[CH:17][C:16]=3[F:21])=[N:12][C:13]([Cl:24])=[C:8]2[C:7]([CH3:22])=[N:6]1)[CH2:2][CH2:3][CH3:4]. The yield is 0.550. (6) The reactants are [CH2:1]([O:3][C:4](=[O:18])[CH:5]([N:7]([CH2:11][C:12]1[CH:17]=[CH:16][CH:15]=[CH:14][CH:13]=1)[CH2:8][CH2:9]Cl)[CH3:6])[CH3:2].C[Si]([N-][Si](C)(C)C)(C)C.[K+].C(O)(=O)C. The catalyst is C1COCC1. The product is [CH2:1]([O:3][C:4]([C:5]1([CH3:6])[CH2:9][CH2:8][N:7]1[CH2:11][C:12]1[CH:17]=[CH:16][CH:15]=[CH:14][CH:13]=1)=[O:18])[CH3:2]. The yield is 0.790.